This data is from Catalyst prediction with 721,799 reactions and 888 catalyst types from USPTO. The task is: Predict which catalyst facilitates the given reaction. (1) The catalyst class is: 57. Reactant: [Cl:1][C:2]1[CH:7]=[CH:6][C:5]([C:8]2[N:12]([CH2:13][C@H:14]([OH:19])[C:15]([F:18])([F:17])[F:16])[C:11](=[O:20])[N:10]([CH2:21][C:22]([NH:24][CH:25]([C:31]3[CH:36]=[CH:35][CH:34]=[CH:33][C:32]=3[F:37])[CH2:26][C:27](OC)=[O:28])=[O:23])[N:9]=2)=[CH:4][CH:3]=1.[BH4-].[Na+].[Cl-].[Li+].C(C(C(C([O-])=O)O)O)([O-])=O.[K+].[Na+]. Product: [Cl:1][C:2]1[CH:7]=[CH:6][C:5]([C:8]2[N:12]([CH2:13][C@H:14]([OH:19])[C:15]([F:17])([F:18])[F:16])[C:11](=[O:20])[N:10]([CH2:21][C:22]([NH:24][CH:25]([C:31]3[CH:36]=[CH:35][CH:34]=[CH:33][C:32]=3[F:37])[CH2:26][CH2:27][OH:28])=[O:23])[N:9]=2)=[CH:4][CH:3]=1. (2) Reactant: C([O:4][CH2:5][CH:6]([C:17]1[CH:22]=[CH:21][C:20]([Br:23])=[CH:19][CH:18]=1)[CH2:7][NH:8][C@@H:9]([C:11]1[CH:16]=[CH:15][CH:14]=[CH:13][CH:12]=1)[CH3:10])(=O)C.[OH-].[Na+]. Product: [C:11]1([C@H:9]([NH:8][CH2:7][CH:6]([C:17]2[CH:18]=[CH:19][C:20]([Br:23])=[CH:21][CH:22]=2)[CH2:5][OH:4])[CH3:10])[CH:16]=[CH:15][CH:14]=[CH:13][CH:12]=1. The catalyst class is: 5. (3) Reactant: [CH3:1][CH2:2][CH2:3][CH2:4][CH2:5]/[CH:6]=[CH:7]\[CH2:8][CH2:9][CH2:10][CH:11]([OH:22])[CH2:12][CH2:13][CH2:14]/[CH:15]=[CH:16]\[CH2:17][CH2:18][CH2:19][CH2:20][CH3:21].C(N(CC)CC)C.[CH3:30][S:31](Cl)(=[O:33])=[O:32]. Product: [CH3:30][S:31]([O:22][CH:11]([CH2:12][CH2:13][CH2:14]/[CH:15]=[CH:16]\[CH2:17][CH2:18][CH2:19][CH2:20][CH3:21])[CH2:10][CH2:9][CH2:8]/[CH:7]=[CH:6]\[CH2:5][CH2:4][CH2:3][CH2:2][CH3:1])(=[O:33])=[O:32]. The catalyst class is: 4.